This data is from Reaction yield outcomes from USPTO patents with 853,638 reactions. The task is: Predict the reaction yield, written as a fraction of the theoretical maximum amount of product (1.0 means a 100% yield; for example, 0.34 means a 34% yield). (1) The reactants are [C:1]([O:5][C:6](=[O:16])[NH:7][C@H:8]1[CH2:13][CH2:12][C@H:11](SC)[CH2:10][CH2:9]1)([CH3:4])([CH3:3])[CH3:2].O[O:18][S:19]([O-:21])=O.[K+].[CH3:23]O. The catalyst is O.C(OCC)(=O)C. The product is [C:1]([O:5][C:6](=[O:16])[NH:7][C@H:8]1[CH2:9][CH2:10][C@H:11]([S:19]([CH3:23])(=[O:21])=[O:18])[CH2:12][CH2:13]1)([CH3:4])([CH3:2])[CH3:3]. The yield is 0.710. (2) The reactants are [F:1][C:2]([F:28])([C:7]1[CH:11]=[C:10]([NH:12][C:13](=[O:21])OC2C=CC=CC=2)[N:9]([C:22]2[CH:27]=[CH:26][CH:25]=[CH:24][CH:23]=2)[N:8]=1)[C:3]([F:6])([F:5])[F:4].[CH3:29][O:30][C:31]1[CH:32]=[C:33]2[C:38](=[CH:39][C:40]=1[O:41][CH3:42])[N:37]=[CH:36][N:35]=[C:34]2[O:43][C:44]1[CH:45]=[C:46]([CH:48]=[CH:49][CH:50]=1)[NH2:47].C(N(C(C)C)CC)C. The catalyst is C1COCC1. The product is [CH3:29][O:30][C:31]1[CH:32]=[C:33]2[C:38](=[CH:39][C:40]=1[O:41][CH3:42])[N:37]=[CH:36][N:35]=[C:34]2[O:43][C:44]1[CH:45]=[C:46]([NH:47][C:13]([NH:12][C:10]2[N:9]([C:22]3[CH:23]=[CH:24][CH:25]=[CH:26][CH:27]=3)[N:8]=[C:7]([C:2]([F:1])([F:28])[C:3]([F:4])([F:6])[F:5])[CH:11]=2)=[O:21])[CH:48]=[CH:49][CH:50]=1. The yield is 0.390. (3) The reactants are [N+:1]([C:4]1[CH:12]=[CH:11][C:7]([C:8]([OH:10])=[O:9])=[CH:6][C:5]=1OC)([O-:3])=[O:2].[CH3:15][NH2:16].Cl. No catalyst specified. The product is [CH3:15][NH:16][C:5]1[CH:6]=[C:7]([CH:11]=[CH:12][C:4]=1[N+:1]([O-:3])=[O:2])[C:8]([OH:10])=[O:9]. The yield is 0.730.